From a dataset of NCI-60 drug combinations with 297,098 pairs across 59 cell lines. Regression. Given two drug SMILES strings and cell line genomic features, predict the synergy score measuring deviation from expected non-interaction effect. (1) Synergy scores: CSS=14.8, Synergy_ZIP=-1.74, Synergy_Bliss=6.95, Synergy_Loewe=6.76, Synergy_HSA=6.74. Drug 2: CC1=C(C(=O)C2=C(C1=O)N3CC4C(C3(C2COC(=O)N)OC)N4)N. Drug 1: C1CC(=O)NC(=O)C1N2CC3=C(C2=O)C=CC=C3N. Cell line: EKVX. (2) Drug 1: CN(C)N=NC1=C(NC=N1)C(=O)N. Drug 2: CCCCC(=O)OCC(=O)C1(CC(C2=C(C1)C(=C3C(=C2O)C(=O)C4=C(C3=O)C=CC=C4OC)O)OC5CC(C(C(O5)C)O)NC(=O)C(F)(F)F)O. Cell line: SK-MEL-2. Synergy scores: CSS=-0.933, Synergy_ZIP=1.78, Synergy_Bliss=3.79, Synergy_Loewe=-0.0157, Synergy_HSA=0.648. (3) Cell line: HOP-62. Drug 2: CCC1=C2CN3C(=CC4=C(C3=O)COC(=O)C4(CC)O)C2=NC5=C1C=C(C=C5)O. Synergy scores: CSS=37.2, Synergy_ZIP=-9.58, Synergy_Bliss=-7.00, Synergy_Loewe=-10.5, Synergy_HSA=-4.50. Drug 1: C1=C(C(=O)NC(=O)N1)F. (4) Drug 1: C#CCC(CC1=CN=C2C(=N1)C(=NC(=N2)N)N)C3=CC=C(C=C3)C(=O)NC(CCC(=O)O)C(=O)O. Drug 2: C1CNP(=O)(OC1)N(CCCl)CCCl. Cell line: RPMI-8226. Synergy scores: CSS=10.2, Synergy_ZIP=-4.49, Synergy_Bliss=-1.68, Synergy_Loewe=-1.12, Synergy_HSA=-1.05.